Dataset: Reaction yield outcomes from USPTO patents with 853,638 reactions. Task: Predict the reaction yield, written as a fraction of the theoretical maximum amount of product (1.0 means a 100% yield; for example, 0.34 means a 34% yield). The reactants are [CH3:1][O:2][C:3]([C:5]1[CH:6]=[C:7]([C:18]2[CH:23]=[CH:22][CH:21]=[CH:20][CH:19]=2)[C:8]([OH:17])=[C:9]([C:11]2[CH:16]=[CH:15][CH:14]=[CH:13][CH:12]=2)[CH:10]=1)=[O:4].[C:24]([O-])([O-])=O.[K+].[K+].IC. The catalyst is O. The product is [CH3:1][O:2][C:3]([C:5]1[CH:10]=[C:9]([C:11]2[CH:16]=[CH:15][CH:14]=[CH:13][CH:12]=2)[C:8]([O:17][CH3:24])=[C:7]([C:18]2[CH:23]=[CH:22][CH:21]=[CH:20][CH:19]=2)[CH:6]=1)=[O:4]. The yield is 0.990.